Dataset: Catalyst prediction with 721,799 reactions and 888 catalyst types from USPTO. Task: Predict which catalyst facilitates the given reaction. (1) Reactant: [C:1]1([C:7]2[CH:15]=[CH:14][C:10]([C:11]([OH:13])=O)=[CH:9][CH:8]=2)[CH2:6][CH2:5][CH2:4][CH2:3][CH:2]=1.C(Cl)(=O)C(Cl)=O.[CH:22]1[CH:23]=[CH:24][N:25]2[CH2:31][C:30]3[CH:32]=[CH:33][CH:34]=[CH:35][C:29]=3[NH:28][CH2:27][C:26]=12.C(N(CC)C(C)C)(C)C.Cl. Product: [CH:22]1[CH:23]=[CH:24][N:25]2[CH2:31][C:30]3[CH:32]=[CH:33][CH:34]=[CH:35][C:29]=3[N:28]([C:11]([C:10]3[CH:9]=[CH:8][C:7]([C:1]4[CH2:6][CH2:5][CH2:4][CH2:3][CH:2]=4)=[CH:15][CH:14]=3)=[O:13])[CH2:27][C:26]=12. The catalyst class is: 306. (2) Reactant: [N+:1]([C:4]1[CH:12]=[C:11]2[C:7]([CH:8]=[CH:9][NH:10]2)=[CH:6][CH:5]=1)([O-])=O.Br[CH2:14][CH2:15][O:16][CH2:17][CH3:18]. Product: [CH2:15]([O:16][CH2:17][CH2:18][C:8]1[C:7]2[C:11](=[CH:12][C:4]([NH2:1])=[CH:5][CH:6]=2)[NH:10][CH:9]=1)[CH3:14]. The catalyst class is: 23. (3) Reactant: [I-:1].[I-:1].[I-:1].[CH3:4][N:5]([CH3:24])[C:6]1[CH:7]=[C:8]2[C:17](=[CH:18][CH:19]=1)[N:16]=[C:15]1[C:10]([CH:11]=[CH:12][CH:13]=[C:14]1[C:20]([F:23])([F:22])[F:21])=[S+:9]2.[CH3:4][N:5]([C:6]1[CH:7]=[C:8]2[C:17](=[CH:18][CH:19]=1)[N:16]=[C:15]1[C:10]([CH:11]=[CH:12][CH:13]=[C:14]1[C:20]([F:23])([F:22])[F:21])=[S+:9]2)[CH3:24].[CH3:4][N:5]([C:6]1[CH:7]=[C:8]2[C:17](=[CH:18][CH:19]=1)[N:16]=[C:15]1[C:10]([CH:11]=[CH:12][CH:13]=[C:14]1[C:20]([F:23])([F:22])[F:21])=[S+:9]2)[CH3:24].[CH3:67][N:68]1[CH2:73][CH2:72][NH:71][CH2:70][CH2:69]1. Product: [I-:1].[CH3:4][N:5]([CH3:24])[C:6]1[CH:7]=[C:8]2[C:17](=[CH:18][CH:19]=1)[N:16]=[C:15]1[C:10]([CH:11]=[C:12]([N:71]3[CH2:72][CH2:73][N:68]([CH3:67])[CH2:69][CH2:70]3)[CH:13]=[C:14]1[C:20]([F:23])([F:21])[F:22])=[S+:9]2. The catalyst class is: 5. (4) Reactant: N1C=CC=CC=1.[N:7]1[CH:12]=[CH:11][CH:10]=[C:9]([S:13](Cl)(=[O:15])=[O:14])[CH:8]=1.[CH3:17][CH:18]([NH2:20])[CH3:19]. Product: [CH:18]([NH:20][S:13]([C:9]1[CH:8]=[N:7][CH:12]=[CH:11][CH:10]=1)(=[O:15])=[O:14])([CH3:19])[CH3:17]. The catalyst class is: 6. (5) Reactant: [OH:1][CH:2]([C:6]1[CH:11]=[CH:10][C:9]([C:12]2[N:16]=[C:15]([C:17]3[O:21][N:20]=[C:19]([C:22]4[CH:27]=[CH:26][CH:25]=[CH:24][CH:23]=4)[C:18]=3[C:28]([F:31])([F:30])[F:29])[O:14][N:13]=2)=[CH:8][CH:7]=1)[C:3]([OH:5])=O.CN1CCOCC1.[N:39]1[CH:44]=[CH:43][CH:42]=[CH:41][C:40]=1[CH2:45][NH2:46].F[P-](F)(F)(F)(F)F.N1(O[P+](N(C)C)(N(C)C)N(C)C)C2C=CC=CC=2N=N1. Product: [OH:1][CH:2]([C:6]1[CH:7]=[CH:8][C:9]([C:12]2[N:16]=[C:15]([C:17]3[O:21][N:20]=[C:19]([C:22]4[CH:23]=[CH:24][CH:25]=[CH:26][CH:27]=4)[C:18]=3[C:28]([F:31])([F:30])[F:29])[O:14][N:13]=2)=[CH:10][CH:11]=1)[C:3]([NH:46][CH2:45][C:40]1[CH:41]=[CH:42][CH:43]=[CH:44][N:39]=1)=[O:5]. The catalyst class is: 3. (6) Reactant: [NH2:1][C:2]1([C:6]2[CH:11]=[CH:10][C:9]([C:12]3[N:13]=[C:14]4[CH:19]=[CH:18][C:17]([C:20]([OH:22])=O)=[N:16][N:15]4[C:23]=3[C:24]3[CH:29]=[CH:28][CH:27]=[CH:26][CH:25]=3)=[CH:8][CH:7]=2)[CH2:5][CH2:4][CH2:3]1.CN.C1C[N:35]([P+](ON2N=NC3C=CC=CC2=3)(N2CCCC2)N2CCCC2)[CH2:34]C1.F[P-](F)(F)(F)(F)F.C(N(CC)C(C)C)(C)C. Product: [NH2:1][C:2]1([C:6]2[CH:11]=[CH:10][C:9]([C:12]3[N:13]=[C:14]4[CH:19]=[CH:18][C:17]([C:20]([NH:35][CH3:34])=[O:22])=[N:16][N:15]4[C:23]=3[C:24]3[CH:25]=[CH:26][CH:27]=[CH:28][CH:29]=3)=[CH:8][CH:7]=2)[CH2:5][CH2:4][CH2:3]1. The catalyst class is: 18. (7) Reactant: [CH3:1][C:2]1[CH:7]=[CH:6][C:5]([C:8]2[CH:13]=[C:12]([C:14](=[O:24])[NH:15][CH2:16][C:17]3[CH:18]=[N:19][C:20]([CH3:23])=[N:21][CH:22]=3)[CH:11]=[C:10]([C:25](O)=[O:26])[CH:9]=2)=[CH:4][CH:3]=1.Cl.CN(C)CCCN=C=NCC.O.ON1C2C=CC=CC=2N=N1.[NH:51]1[CH2:56][CH2:55][CH2:54][CH2:53][CH2:52]1.C(N(CC)C(C)C)(C)C. Product: [CH3:1][C:2]1[CH:7]=[CH:6][C:5]([C:8]2[CH:9]=[C:10]([C:25]([N:51]3[CH2:56][CH2:55][CH2:54][CH2:53][CH2:52]3)=[O:26])[CH:11]=[C:12]([C:14]([NH:15][CH2:16][C:17]3[CH:22]=[N:21][C:20]([CH3:23])=[N:19][CH:18]=3)=[O:24])[CH:13]=2)=[CH:4][CH:3]=1. The catalyst class is: 2. (8) Reactant: [CH3:1]C(C)=O.C(=O)=O.[Cl:8][C:9]1[CH:14]=[CH:13][C:12]([CH:15]2[CH2:20][CH:19]([S:21]([C:24]3[CH:29]=[CH:28][CH:27]=[C:26]([C:30]([F:33])([F:32])[F:31])[CH:25]=3)(=[O:23])=[O:22])[CH2:18][CH2:17][O:16]2)=[CH:11][CH:10]=1.CC([O-])(C)C.[K+].CI. Product: [Cl:8][C:9]1[CH:14]=[CH:13][C:12]([CH:15]2[CH2:20][C:19]([CH3:1])([S:21]([C:24]3[CH:29]=[CH:28][CH:27]=[C:26]([C:30]([F:31])([F:33])[F:32])[CH:25]=3)(=[O:22])=[O:23])[CH2:18][CH2:17][O:16]2)=[CH:11][CH:10]=1. The catalyst class is: 76. (9) Reactant: [Br:1][C:2]1[C:3](Cl)=[N:4][CH:5]=[C:6]([CH:10]=1)[C:7]([OH:9])=[O:8].[OH:12][CH2:13][CH:14]1[CH2:16][CH2:15]1.[OH-].[K+].C(O)(=O)CC(CC(O)=O)(C(O)=O)O. Product: [Br:1][C:2]1[C:3]([O:12][CH2:13][CH:14]2[CH2:16][CH2:15]2)=[N:4][CH:5]=[C:6]([CH:10]=1)[C:7]([OH:9])=[O:8]. The catalyst class is: 58. (10) Reactant: [CH2:1]([O:8][C:9]1[CH:10]=[CH:11][CH:12]=[C:13]2[C:17]=1[NH:16][CH:15]=[C:14]2/[CH:18]=[C:19]1\[O:20][C:21]2[C:28]([CH2:29][N:30]3[CH2:35][CH2:34][N:33](C(OC(C)(C)C)=O)[CH2:32][CH2:31]3)=[C:27]([OH:43])[CH:26]=[CH:25][C:22]=2[C:23]\1=[O:24])[C:2]1[CH:7]=[CH:6][CH:5]=[CH:4][CH:3]=1.[ClH:44]. Product: [ClH:44].[ClH:44].[CH2:1]([O:8][C:9]1[CH:10]=[CH:11][CH:12]=[C:13]2[C:17]=1[NH:16][CH:15]=[C:14]2/[CH:18]=[C:19]1\[O:20][C:21]2[C:28]([CH2:29][N:30]3[CH2:35][CH2:34][NH:33][CH2:32][CH2:31]3)=[C:27]([OH:43])[CH:26]=[CH:25][C:22]=2[C:23]\1=[O:24])[C:2]1[CH:7]=[CH:6][CH:5]=[CH:4][CH:3]=1. The catalyst class is: 135.